This data is from NCI-60 drug combinations with 297,098 pairs across 59 cell lines. The task is: Regression. Given two drug SMILES strings and cell line genomic features, predict the synergy score measuring deviation from expected non-interaction effect. (1) Drug 1: CC1=C(C=C(C=C1)NC(=O)C2=CC=C(C=C2)CN3CCN(CC3)C)NC4=NC=CC(=N4)C5=CN=CC=C5. Drug 2: C#CCC(CC1=CN=C2C(=N1)C(=NC(=N2)N)N)C3=CC=C(C=C3)C(=O)NC(CCC(=O)O)C(=O)O. Cell line: UACC-257. Synergy scores: CSS=55.1, Synergy_ZIP=6.21, Synergy_Bliss=2.62, Synergy_Loewe=-24.4, Synergy_HSA=0.409. (2) Drug 1: COC1=C(C=C2C(=C1)N=CN=C2NC3=CC(=C(C=C3)F)Cl)OCCCN4CCOCC4. Drug 2: CN(C)N=NC1=C(NC=N1)C(=O)N. Cell line: KM12. Synergy scores: CSS=14.5, Synergy_ZIP=-9.68, Synergy_Bliss=-10.5, Synergy_Loewe=-7.70, Synergy_HSA=-3.47. (3) Synergy scores: CSS=37.3, Synergy_ZIP=-1.89, Synergy_Bliss=-2.65, Synergy_Loewe=-25.2, Synergy_HSA=-0.265. Cell line: LOX IMVI. Drug 1: C1CN1C2=NC(=NC(=N2)N3CC3)N4CC4. Drug 2: CN(C(=O)NC(C=O)C(C(C(CO)O)O)O)N=O. (4) Drug 1: CN(CC1=CN=C2C(=N1)C(=NC(=N2)N)N)C3=CC=C(C=C3)C(=O)NC(CCC(=O)O)C(=O)O. Drug 2: CC1C(C(CC(O1)OC2CC(CC3=C2C(=C4C(=C3O)C(=O)C5=CC=CC=C5C4=O)O)(C(=O)C)O)N)O. Cell line: NCI-H460. Synergy scores: CSS=49.6, Synergy_ZIP=-8.01, Synergy_Bliss=-14.3, Synergy_Loewe=-10.6, Synergy_HSA=-8.65. (5) Drug 1: C1CC(=O)NC(=O)C1N2CC3=C(C2=O)C=CC=C3N. Drug 2: CC1=C(C=C(C=C1)C(=O)NC2=CC(=CC(=C2)C(F)(F)F)N3C=C(N=C3)C)NC4=NC=CC(=N4)C5=CN=CC=C5. Cell line: MDA-MB-231. Synergy scores: CSS=7.14, Synergy_ZIP=-2.95, Synergy_Bliss=2.07, Synergy_Loewe=2.96, Synergy_HSA=3.00. (6) Drug 1: CCCS(=O)(=O)NC1=C(C(=C(C=C1)F)C(=O)C2=CNC3=C2C=C(C=N3)C4=CC=C(C=C4)Cl)F. Drug 2: C1C(C(OC1N2C=C(C(=O)NC2=O)F)CO)O. Cell line: LOX IMVI. Synergy scores: CSS=65.6, Synergy_ZIP=1.90, Synergy_Bliss=1.13, Synergy_Loewe=5.85, Synergy_HSA=8.20.